This data is from NCI-60 drug combinations with 297,098 pairs across 59 cell lines. The task is: Regression. Given two drug SMILES strings and cell line genomic features, predict the synergy score measuring deviation from expected non-interaction effect. Drug 1: C1C(C(OC1N2C=C(C(=O)NC2=O)F)CO)O. Drug 2: C1CC(=O)NC(=O)C1N2C(=O)C3=CC=CC=C3C2=O. Cell line: SF-268. Synergy scores: CSS=15.6, Synergy_ZIP=-6.18, Synergy_Bliss=-0.329, Synergy_Loewe=-27.5, Synergy_HSA=-0.275.